Dataset: Catalyst prediction with 721,799 reactions and 888 catalyst types from USPTO. Task: Predict which catalyst facilitates the given reaction. (1) Reactant: [C:1]([O:5][C:6](=[O:17])[C:7]1[CH:12]=[CH:11][C:10]([CH2:13][CH2:14][OH:15])=[C:9]([NH2:16])[CH:8]=1)([CH3:4])([CH3:3])[CH3:2].[O:18]=[C:19](Cl)OC(Cl)(Cl)Cl. Product: [C:1]([O:5][C:6]([C:7]1[CH:12]=[CH:11][C:10]2[CH2:13][CH2:14][O:15][C:19](=[O:18])[NH:16][C:9]=2[CH:8]=1)=[O:17])([CH3:4])([CH3:2])[CH3:3]. The catalyst class is: 266. (2) Reactant: [CH3:1][O:2][C:3](=[O:22])[CH:4]([C:12]1[CH:17]=[CH:16][C:15]([N+:18]([O-:20])=[O:19])=[C:14]([Br:21])[CH:13]=1)C(OC(C)(C)C)=O.FC(F)(F)C(O)=O.C(=O)(O)[O-].[Na+]. Product: [CH3:1][O:2][C:3](=[O:22])[CH2:4][C:12]1[CH:17]=[CH:16][C:15]([N+:18]([O-:20])=[O:19])=[C:14]([Br:21])[CH:13]=1. The catalyst class is: 22. (3) The catalyst class is: 16. Reactant: [Cl:1][C:2]1[CH:7]=[C:6]([NH:8][C:9]2[CH:14]=[CH:13][CH:12]=[CH:11][C:10]=2[CH2:15][O:16][CH2:17][CH2:18][OH:19])[CH:5]=[CH:4][C:3]=1[C:20]([C:22]1[CH:27]=[CH:26][CH:25]=[CH:24][C:23]=1[CH3:28])=[O:21].[BrH:29].[OH-].[Na+]. Product: [Br:29][C:12]1[CH:13]=[CH:14][C:9]([NH:8][C:6]2[CH:5]=[CH:4][C:3]([C:20]([C:22]3[CH:27]=[CH:26][CH:25]=[CH:24][C:23]=3[CH3:28])=[O:21])=[C:2]([Cl:1])[CH:7]=2)=[C:10]([CH2:15][O:16][CH2:17][CH2:18][OH:19])[CH:11]=1. (4) Reactant: [ClH:1].Cl.C([N:7]([CH2:11][C@H:12]([OH:62])[CH2:13][C@@H:14]1[NH:32][C:31](=[O:33])[C@@H:30]([NH:34]C(OC(C)(C)C)=O)[CH2:29][C:28]2[CH:42]=[C:24]([CH:25]=[CH:26][C:27]=2[OH:43])[C:23]2=[CH:44][C:19](=[C:20]([OH:45])[CH:21]=[CH:22]2)[CH2:18][C@@H:17]([C:46]([NH:48][C@H:49]([C:55]([NH:57][CH2:58][CH2:59][NH2:60])=[O:56])[CH2:50][C@@H:51]([OH:54])[CH2:52][NH2:53])=[O:47])[NH:16][C:15]1=[O:61])C(=O)O)(C)(C)C.Cl. Product: [ClH:1].[ClH:1].[ClH:1].[ClH:1].[NH2:34][C@H:30]1[CH2:29][C:28]2[CH:42]=[C:24]([CH:25]=[CH:26][C:27]=2[OH:43])[C:23]2=[CH:44][C:19](=[C:20]([OH:45])[CH:21]=[CH:22]2)[CH2:18][C@@H:17]([C:46]([NH:48][C@H:49]([C:55]([NH:57][CH2:58][CH2:59][NH2:60])=[O:56])[CH2:50][C@@H:51]([OH:54])[CH2:52][NH2:53])=[O:47])[NH:16][C:15](=[O:61])[C@H:14]([CH2:13][C@@H:12]([OH:62])[CH2:11][NH2:7])[NH:32][C:31]1=[O:33]. The catalyst class is: 12. (5) Reactant: [O:1]1[CH2:6][CH:5]=[C:4]([C:7]2[N:11]([CH3:12])[N:10]=[C:9]([C:13]3[CH:18]=[CH:17][C:16]([F:19])=[CH:15][CH:14]=3)[CH:8]=2)[CH2:3][CH2:2]1.[H][H]. Product: [F:19][C:16]1[CH:17]=[CH:18][C:13]([C:9]2[CH:8]=[C:7]([CH:4]3[CH2:5][CH2:6][O:1][CH2:2][CH2:3]3)[N:11]([CH3:12])[N:10]=2)=[CH:14][CH:15]=1. The catalyst class is: 19.